From a dataset of Full USPTO retrosynthesis dataset with 1.9M reactions from patents (1976-2016). Predict the reactants needed to synthesize the given product. (1) Given the product [Cl:1][C:2]1[CH:3]=[CH:4][C:5]([CH2:6][N:7]2[CH2:15][C:14]3[C:9](=[C:10]([CH3:23])[CH:11]=[C:12]([C:16]4[N:20]=[C:19]([CH2:21][N:43]5[CH2:44][CH2:45][NH:40][CH2:41][CH:42]5[CH3:46])[O:18][N:17]=4)[CH:13]=3)[C:8]2=[O:24])=[CH:25][CH:26]=1, predict the reactants needed to synthesize it. The reactants are: [Cl:1][C:2]1[CH:26]=[CH:25][C:5]([CH2:6][N:7]2[CH2:15][C:14]3[C:9](=[C:10]([CH3:23])[CH:11]=[C:12]([C:16]4[N:20]=[C:19]([CH2:21]Cl)[O:18][N:17]=4)[CH:13]=3)[C:8]2=[O:24])=[CH:4][CH:3]=1.C([O-])([O-])=O.[K+].[K+].C(OC([N:40]1[CH2:45][CH2:44][NH:43][C@H:42]([CH3:46])[CH2:41]1)=O)(C)(C)C. (2) Given the product [CH2:45]([N:46]([CH2:26][C:25]1[CH:29]=[CH:30][C:31]([O:32][CH2:33][CH2:34][N:35]2[CH2:40][CH2:39][CH2:38][CH2:37][CH2:36]2)=[C:23]([F:22])[CH:24]=1)[C:47]1[CH:52]=[CH:51][CH:50]=[C:49]([CH3:53])[C:48]=1[CH:54]1[CH2:63][CH2:62][C:61]2[C:56](=[CH:57][CH:58]=[C:59]([O:64][CH3:65])[CH:60]=2)[CH2:55]1)[CH3:44], predict the reactants needed to synthesize it. The reactants are: COC1C=C2C(=CC=1)CC(C1C(C)=CC=CC=1N)CC2.Cl.[F:22][C:23]1[CH:24]=[C:25]([CH:29]=[CH:30][C:31]=1[O:32][CH2:33][CH2:34][N:35]1[CH2:40][CH2:39][CH2:38][CH2:37][CH2:36]1)[C:26](Cl)=O.FC1C=[C:44](C=CC=1OCCN1CCCCC1)[CH2:45][NH:46][C:47]1[CH:52]=[CH:51][CH:50]=[C:49]([CH3:53])[C:48]=1[CH:54]1[CH2:63][CH2:62][C:61]2[C:56](=[CH:57][CH:58]=[C:59]([O:64][CH3:65])[CH:60]=2)[CH2:55]1. (3) The reactants are: [CH2:1]([O:3][C:4]([CH:6]=[CH:7][C:8]1[CH:13]=[CH:12][C:11]([CH:14]2[CH2:19][CH2:18][N:17]([C:20]([O:22][C:23]([CH3:26])([CH3:25])[CH3:24])=[O:21])[CH2:16][CH:15]2[OH:27])=[CH:10][CH:9]=1)=[O:5])[CH3:2].Br[CH2:29][C:30]1[CH:39]=[CH:38][C:37]2[C:32](=[CH:33][CH:34]=[CH:35][CH:36]=2)[CH:31]=1. Given the product [CH2:1]([O:3][C:4]([CH:6]=[CH:7][C:8]1[CH:9]=[CH:10][C:11]([CH:14]2[CH2:19][CH2:18][N:17]([C:20]([O:22][C:23]([CH3:26])([CH3:25])[CH3:24])=[O:21])[CH2:16][CH:15]2[O:27][CH2:29][C:30]2[CH:39]=[CH:38][C:37]3[C:32](=[CH:33][CH:34]=[CH:35][CH:36]=3)[CH:31]=2)=[CH:12][CH:13]=1)=[O:5])[CH3:2], predict the reactants needed to synthesize it. (4) Given the product [CH2:17]([O:1][C:2]1[CH:7]=[CH:6][C:5]([C:8](=[O:10])[CH3:9])=[C:4]([CH3:11])[C:3]=1[CH3:12])[CH:16]=[CH2:15], predict the reactants needed to synthesize it. The reactants are: [OH:1][C:2]1[CH:7]=[CH:6][C:5]([C:8](=[O:10])[CH3:9])=[C:4]([CH3:11])[C:3]=1[CH3:12].[OH-].[K+].[CH2:15](I)[CH:16]=[CH2:17].